Dataset: Peptide-MHC class II binding affinity with 134,281 pairs from IEDB. Task: Regression. Given a peptide amino acid sequence and an MHC pseudo amino acid sequence, predict their binding affinity value. This is MHC class II binding data. (1) The peptide sequence is RCALHWFPGSHLLHV. The MHC is DRB1_0404 with pseudo-sequence DRB1_0404. The binding affinity (normalized) is 0.657. (2) The peptide sequence is YDKFRANVSTVLTGK. The MHC is DRB1_1602 with pseudo-sequence DRB1_1602. The binding affinity (normalized) is 0.929. (3) The binding affinity (normalized) is 0.772. The peptide sequence is AFKVAATAANAAMAN. The MHC is DRB1_0901 with pseudo-sequence DRB1_0901. (4) The peptide sequence is FKVAATAAATAPADD. The MHC is DRB1_0401 with pseudo-sequence DRB1_0401. The binding affinity (normalized) is 0.650. (5) The peptide sequence is IAGLFLTTEAVVADK. The MHC is DRB1_0901 with pseudo-sequence DRB1_0901. The binding affinity (normalized) is 0.444. (6) The peptide sequence is AAAAAYETAFAAIVP. The MHC is DRB1_0301 with pseudo-sequence DRB1_0301. The binding affinity (normalized) is 0.